This data is from Forward reaction prediction with 1.9M reactions from USPTO patents (1976-2016). The task is: Predict the product of the given reaction. (1) Given the reactants [CH3:1][O:2][CH2:3][C:4]1[S:8][C:7]2=[N:9][C:10]([C:12]([F:15])([F:14])[F:13])=[CH:11][N:6]2[N:5]=1.[Cl:16][C:17]([F:28])([F:27])[CH2:18][CH:19]1[CH2:23][N:22]([CH2:24]Cl)[C:21](=[O:26])[CH2:20]1.N1CCCC1=O.S1C=NN2C=CN=C12, predict the reaction product. The product is: [Cl:16][C:17]([F:27])([F:28])[CH2:18][CH:19]1[CH2:23][N:22]([CH2:24][C:11]2[N:6]3[C:7]([S:8][C:4]([CH2:3][O:2][CH3:1])=[N:5]3)=[N:9][C:10]=2[C:12]([F:15])([F:13])[F:14])[C:21](=[O:26])[CH2:20]1. (2) Given the reactants [CH3:1][O:2][C:3]([CH3:12])([CH2:10][CH3:11])[CH2:4][CH2:5][CH2:6][C:7](=[O:9])[CH3:8].COC(C)(C)C.Cl[CH2:20][C:21]([O:23][CH3:24])=[O:22].C[O-].[Na+], predict the reaction product. The product is: [CH3:24][O:23][C:21]([CH:20]1[C:7]([CH2:6][CH2:5][CH2:4][C:3]([O:2][CH3:1])([CH3:12])[CH2:10][CH3:11])([CH3:8])[O:9]1)=[O:22]. (3) The product is: [NH2:32][C:30]1[N:31]=[C:26]([CH2:25][N:13]2[C:14]3[C:19](=[CH:18][CH:17]=[CH:16][CH:15]=3)[C:20](=[O:21])[C:11]([C:9]([C:4]3[CH:5]=[N:6][C:7]([CH3:8])=[C:2]([CH3:1])[CH:3]=3)=[O:10])=[CH:12]2)[CH:27]=[CH:28][CH:29]=1. Given the reactants [CH3:1][C:2]1[CH:3]=[C:4]([C:9]([C:11]2[C:20](=[O:21])[C:19]3[C:14](=[CH:15][CH:16]=[CH:17][CH:18]=3)[NH:13][CH:12]=2)=[O:10])[CH:5]=[N:6][C:7]=1[CH3:8].[H-].[Na+].Br[CH2:25][C:26]1[N:31]=[C:30]([NH:32]C(=O)C(F)(F)F)[CH:29]=[CH:28][CH:27]=1, predict the reaction product. (4) Given the reactants [F:1][C:2]1[C:3]([NH:28][C@@H:29]([C:42]([CH3:45])([CH3:44])[CH3:43])/[CH:30]=[CH:31]/[P:32](=[O:41])([O:37][CH:38]([CH3:40])[CH3:39])[O:33][CH:34]([CH3:36])[CH3:35])=[N:4][C:5]([C:8]2[C:16]3[C:11](=[N:12][CH:13]=[C:14]([F:17])[CH:15]=3)[N:10](S(C3C=CC(C)=CC=3)(=O)=O)[CH:9]=2)=[N:6][CH:7]=1.C[O-].[Na+].[NH4+].[Cl-], predict the reaction product. The product is: [F:1][C:2]1[C:3]([NH:28][C@@H:29]([C:42]([CH3:45])([CH3:44])[CH3:43])/[CH:30]=[CH:31]/[P:32](=[O:41])([O:37][CH:38]([CH3:39])[CH3:40])[O:33][CH:34]([CH3:35])[CH3:36])=[N:4][C:5]([C:8]2[C:16]3[C:11](=[N:12][CH:13]=[C:14]([F:17])[CH:15]=3)[NH:10][CH:9]=2)=[N:6][CH:7]=1. (5) Given the reactants Br[C:2]1[CH:7]=[CH:6][CH:5]=[CH:4][C:3]=1[N+:8]([O-:10])=[O:9].[CH3:11][C@H:12]1[CH2:17][NH:16][CH2:15][CH2:14][NH:13]1.C([O-])([O-])=O.[K+].[K+], predict the reaction product. The product is: [CH3:11][C@@H:12]1[NH:13][CH2:14][CH2:15][N:16]([C:2]2[CH:7]=[CH:6][CH:5]=[CH:4][C:3]=2[N+:8]([O-:10])=[O:9])[CH2:17]1. (6) Given the reactants C[O:2][C:3](=[O:30])[CH2:4][O:5][C:6]1[CH:15]=[CH:14][C:13]([F:16])=[C:12]2[C:7]=1[C:8]([CH3:29])=[C:9]([CH2:21][C:22]1[CH:27]=[CH:26][C:25]([F:28])=[CH:24][CH:23]=1)[C:10]([O:17][CH:18]([F:20])[F:19])=[N:11]2.O1CCCC1.CO.[OH-].[Li+], predict the reaction product. The product is: [F:20][CH:18]([F:19])[O:17][C:10]1[C:9]([CH2:21][C:22]2[CH:23]=[CH:24][C:25]([F:28])=[CH:26][CH:27]=2)=[C:8]([CH3:29])[C:7]2[C:12](=[C:13]([F:16])[CH:14]=[CH:15][C:6]=2[O:5][CH2:4][C:3]([OH:30])=[O:2])[N:11]=1. (7) Given the reactants C(O[C:6]([N:8]1[CH2:13][CH2:12][CH:11]([CH2:14][CH2:15][CH2:16][O:17][C:18]2[CH:23]=[CH:22][C:21]([C:24]([O:26][CH3:27])=[O:25])=[C:20]([CH3:28])[CH:19]=2)[CH2:10][CH2:9]1)=O)(C)(C)C.[CH2:29]([C:31]1[CH:32]=[N:33]C(Cl)=[N:35][CH:36]=1)[CH3:30], predict the reaction product. The product is: [CH3:27][O:26][C:24](=[O:25])[C:21]1[CH:22]=[CH:23][C:18]([O:17][CH2:16][CH2:15][CH2:14][CH:11]2[CH2:10][CH2:9][N:8]([C:6]3[N:35]=[CH:36][C:31]([CH2:29][CH3:30])=[CH:32][N:33]=3)[CH2:13][CH2:12]2)=[CH:19][C:20]=1[CH3:28]. (8) The product is: [Ag:25].[CH3:1][C:2]1[CH:3]=[CH:4][N:5]=[C:6]([NH:8][S:9]([C:12]2[CH:17]=[CH:16][C:15]([NH2:18])=[CH:14][CH:13]=2)(=[O:11])=[O:10])[N:7]=1. Given the reactants [CH3:1][C:2]1[CH:3]=[CH:4][N:5]=[C:6]([NH:8][S:9]([C:12]2[CH:13]=[CH:14][C:15]([NH2:18])=[CH:16][CH:17]=2)(=[O:11])=[O:10])[N:7]=1.[OH-].[Na+].[N+]([O-])([O-])=O.[Ag+:25], predict the reaction product. (9) Given the reactants [C:1]([O:5][C:6]([NH:8][CH:9]([C:29]([CH3:32])([CH3:31])[CH3:30])[C:10]([N:12]1[CH2:16][CH:15]([OH:17])[CH2:14][CH:13]1[C:18]([NH:20][C:21]1([C:26]([OH:28])=[O:27])[CH2:23][CH:22]1[CH2:24][CH3:25])=[O:19])=[O:11])=[O:7])([CH3:4])([CH3:3])[CH3:2].CC(C)([O-])C.[K+].Cl[C:40]1[C:49]2[C:44](=[CH:45][CH:46]=[CH:47][CH:48]=2)[CH:43]=[C:42]([O:50][CH2:51][CH3:52])[N:41]=1.Cl, predict the reaction product. The product is: [C:1]([O:5][C:6]([NH:8][CH:9]([C:29]([CH3:31])([CH3:30])[CH3:32])[C:10]([N:12]1[CH2:16][CH:15]([O:17][C:40]2[C:49]3[C:44](=[CH:45][CH:46]=[CH:47][CH:48]=3)[CH:43]=[C:42]([O:50][CH2:51][CH3:52])[N:41]=2)[CH2:14][CH:13]1[C:18]([NH:20][C:21]1([C:26]([OH:28])=[O:27])[CH2:23][CH:22]1[CH2:24][CH3:25])=[O:19])=[O:11])=[O:7])([CH3:4])([CH3:2])[CH3:3].